Dataset: Full USPTO retrosynthesis dataset with 1.9M reactions from patents (1976-2016). Task: Predict the reactants needed to synthesize the given product. (1) Given the product [Br:23][C:24]1[CH:31]=[CH:30][C:29]([O:32][CH2:33][CH2:34][O:35][CH2:36][CH3:37])=[CH:28][C:25]=1[CH2:26][NH:1][C:2]1[CH:3]=[C:4]2[C:9](=[CH:10][CH:11]=1)[N:8]=[CH:7][C:6]([C:12]#[N:13])=[C:5]2[NH:14][C:15]1[CH:20]=[CH:19][C:18]([F:21])=[C:17]([Cl:22])[CH:16]=1, predict the reactants needed to synthesize it. The reactants are: [NH2:1][C:2]1[CH:3]=[C:4]2[C:9](=[CH:10][CH:11]=1)[N:8]=[CH:7][C:6]([C:12]#[N:13])=[C:5]2[NH:14][C:15]1[CH:20]=[CH:19][C:18]([F:21])=[C:17]([Cl:22])[CH:16]=1.[Br:23][C:24]1[CH:31]=[CH:30][C:29]([O:32][CH2:33][CH2:34][O:35][CH2:36][CH3:37])=[CH:28][C:25]=1[CH:26]=O.[BH3-]C#N.[Na+]. (2) Given the product [C:13]([C:2]1[S:3][C:4]([C:8]([O:10][CH2:11][CH3:12])=[O:9])=[C:5]([CH3:7])[N:6]=1)#[CH:14], predict the reactants needed to synthesize it. The reactants are: Br[C:2]1[S:3][C:4]([C:8]([O:10][CH2:11][CH3:12])=[O:9])=[C:5]([CH3:7])[N:6]=1.[CH:13](N(CC)C(C)C)(C)[CH3:14].C[Si](C#C)(C)C. (3) Given the product [ClH:16].[CH3:56][N:53]1[CH2:54][CH2:55][N:50]([C:34]2[CH:35]=[CH:36][CH:37]=[C:38]3[C:33]=2[N:32]=[C:31]([C:29]([OH:30])=[O:28])[CH:40]=[C:39]3[OH:41])[CH2:51][CH2:52]1, predict the reactants needed to synthesize it. The reactants are: COC(=O)C(NC1C=C([Cl:16])C=C(Cl)C=1OCC1C=CC=CC=1)=CC([O-])=O.C[O:28][C:29]([C:31]1[CH2:40][C:39](OCC2C=CC=CC=2)([OH:41])[C:38]2[C:33](=[C:34]([N:50]3[CH2:55][CH2:54][N:53]([CH3:56])[CH2:52][CH2:51]3)[CH:35]=[CH:36][CH:37]=2)[N:32]=1)=[O:30]. (4) Given the product [CH2:18]([N:17]1[C:12]2=[N:10][NH:11][C:8]([NH:7][C:1]3[CH:6]=[CH:5][CH:4]=[CH:3][CH:2]=3)=[C:13]2[C:14](=[O:24])[N:15]([CH3:23])[C:16]1=[O:22])[CH:19]([CH3:21])[CH3:20], predict the reactants needed to synthesize it. The reactants are: [C:1]1([N:7]=[C:8]=S)[CH:6]=[CH:5][CH:4]=[CH:3][CH:2]=1.[NH:10]([C:12]1[N:17]([CH2:18][CH:19]([CH3:21])[CH3:20])[C:16](=[O:22])[N:15]([CH3:23])[C:14](=[O:24])[CH:13]=1)[NH2:11]. (5) Given the product [F:1][C:2]([F:12])([F:13])[O:3][C:4]1[CH:11]=[CH:10][C:7]([CH:8]([OH:9])[CH:14]=[CH2:15])=[CH:6][CH:5]=1, predict the reactants needed to synthesize it. The reactants are: [F:1][C:2]([F:13])([F:12])[O:3][C:4]1[CH:11]=[CH:10][C:7]([CH:8]=[O:9])=[CH:6][CH:5]=1.[CH:14]([Mg]Br)=[CH2:15].O1CCCC1.[Cl-].[NH4+]. (6) Given the product [CH3:39][C:33]1[CH:34]=[C:35]([CH3:38])[CH:36]=[CH:37][C:32]=1[N:29]1[CH2:30][CH2:31][N:26]([C:24]([C:21]2[CH:22]=[CH:23][C:18]([N:11]3[C@H:10]([CH2:9][OH:8])[CH2:14][CH2:13][S:12]3(=[O:15])=[O:16])=[CH:19][C:20]=2[CH3:40])=[O:25])[CH2:27][CH2:28]1, predict the reactants needed to synthesize it. The reactants are: C([O:8][CH2:9][C@@H:10]1[CH2:14][CH2:13][S:12](=[O:16])(=[O:15])[NH:11]1)C1C=CC=CC=1.Br[C:18]1[CH:23]=[CH:22][C:21]([C:24]([N:26]2[CH2:31][CH2:30][N:29]([C:32]3[CH:37]=[CH:36][C:35]([CH3:38])=[CH:34][C:33]=3[CH3:39])[CH2:28][CH2:27]2)=[O:25])=[C:20]([CH3:40])[CH:19]=1.